Dataset: Reaction yield outcomes from USPTO patents with 853,638 reactions. Task: Predict the reaction yield, written as a fraction of the theoretical maximum amount of product (1.0 means a 100% yield; for example, 0.34 means a 34% yield). (1) The reactants are [CH:1]1([C:4]2[O:8][N:7]=[C:6]([C:9]3[C:14]([Cl:15])=[CH:13][CH:12]=[CH:11][C:10]=3[Cl:16])[C:5]=2[CH2:17][OH:18])[CH2:3][CH2:2]1.O=S(Cl)Cl.[Br:23][C:24]1[CH:29]=[CH:28][C:27](O)=[CH:26][C:25]=1[Cl:31].C([O-])([O-])=O.[K+].[K+].[Na+].[I-]. The catalyst is C(Cl)Cl.O. The product is [Br:23][C:24]1[CH:29]=[CH:28][C:27]([O:18][CH2:17][C:5]2[C:6]([C:9]3[C:10]([Cl:16])=[CH:11][CH:12]=[CH:13][C:14]=3[Cl:15])=[N:7][O:8][C:4]=2[CH:1]2[CH2:3][CH2:2]2)=[CH:26][C:25]=1[Cl:31]. The yield is 0.880. (2) The reactants are [NH2:1][C:2]12[CH2:9][CH2:8][C:5]([C:10]([O:12][CH3:13])=[O:11])([CH2:6][CH2:7]1)[CH2:4][CH2:3]2.C1C=CC(C2C3C=C(Cl)C=CC=3NC(=O)CN=2)=CC=1.[CH:33]1([S:36](Cl)(=[O:38])=[O:37])[CH2:35][CH2:34]1. The catalyst is C(Cl)Cl.CN(C1C=CN=CC=1)C. The product is [CH:33]1([S:36]([NH:1][C:2]23[CH2:3][CH2:4][C:5]([C:10]([O:12][CH3:13])=[O:11])([CH2:8][CH2:9]2)[CH2:6][CH2:7]3)(=[O:38])=[O:37])[CH2:35][CH2:34]1. The yield is 0.520. (3) The reactants are [C:1]([O:5][C:6]([N:8]1[CH2:12][CH2:11][C@@:10]([NH:14][C:15]2[CH:16]=[C:17]3[C:26](=[CH:27][C:28]=2Br)[O:25][CH2:24][C:23]2[N:18]3[C@@H:19]([CH3:31])[C:20](=[O:30])[NH:21][N:22]=2)([CH3:13])[CH2:9]1)=[O:7])([CH3:4])([CH3:3])[CH3:2].C([O-])([O-])=O.[K+].[K+].[CH2:38]([O:40]/[CH:41]=[CH:42]/B1OC(C)(C)C(C)(C)O1)[CH3:39]. The catalyst is O1CCOCC1.O.C1C=CC(P(C2C=CC=CC=2)[C-]2C=CC=C2)=CC=1.C1C=CC(P(C2C=CC=CC=2)[C-]2C=CC=C2)=CC=1.Cl[Pd]Cl.[Fe+2].C(Cl)Cl. The product is [C:1]([O:5][C:6]([N:8]1[CH2:12][CH2:11][C@@:10]([NH:14][C:15]2[CH:16]=[C:17]3[C:26](=[CH:27][C:28]=2/[CH:39]=[CH:38]/[O:40][CH2:41][CH3:42])[O:25][CH2:24][C:23]2[N:18]3[C@@H:19]([CH3:31])[C:20](=[O:30])[NH:21][N:22]=2)([CH3:13])[CH2:9]1)=[O:7])([CH3:4])([CH3:3])[CH3:2]. The yield is 0.340. (4) The reactants are [OH:1][C@@:2]1([C:9]#[C:10][C:11]2[CH:12]=[C:13]([C:17]3[N:22]=[C:21]([C:23](OCC)=[O:24])[CH:20]=[C:19]([C:28]4[CH:33]=[N:32][CH:31]=[CH:30][N:29]=4)[CH:18]=3)[CH:14]=[CH:15][CH:16]=2)[CH2:6][CH2:5][N:4]([CH3:7])[C:3]1=[O:8].[NH3:34]. No catalyst specified. The product is [OH:1][C@@:2]1([C:9]#[C:10][C:11]2[CH:12]=[C:13]([C:17]3[N:22]=[C:21]([C:23]([NH2:34])=[O:24])[CH:20]=[C:19]([C:28]4[CH:33]=[N:32][CH:31]=[CH:30][N:29]=4)[CH:18]=3)[CH:14]=[CH:15][CH:16]=2)[CH2:6][CH2:5][N:4]([CH3:7])[C:3]1=[O:8]. The yield is 0.630. (5) The reactants are [N+]([O-])(O)=O.OS(O)(=O)=O.[CH3:10][C:11]1C=C(C=CC=1)C(O)=O.CC1C([N+]([O-])=O)=C(C([N+]([O-])=O)=CC=1)C(O)=O.[CH3:36][C:37]1[C:38]([N+:49]([O-:51])=[O:50])=[CH:39][C:40]([N+:46]([O-:48])=[O:47])=[C:41]([CH:45]=1)[C:42]([OH:44])=[O:43].O=S(Cl)Cl. The catalyst is CCO. The product is [CH2:10]([O:43][C:42](=[O:44])[C:41]1[CH:45]=[C:37]([CH3:36])[C:38]([N+:49]([O-:51])=[O:50])=[CH:39][C:40]=1[N+:46]([O-:48])=[O:47])[CH3:11]. The yield is 0.200. (6) The reactants are [Br:1][C:2]1[CH:14]=[C:13]2[C:5]([C:6]3[CH:7]=[CH:8][C:9](C#N)=[CH:10][C:11]=3[C:12]2([CH2:19][CH2:20][O:21][CH3:22])[CH2:15][CH2:16][O:17][CH3:18])=[CH:4][CH:3]=1.[Br:25]C1C=CC2C3C(=CC(Br)=CC=3)CC=2C=1.[H-].[Na+].ClCCOC. The catalyst is [I-].[K+].C1COCC1. The product is [Br:25][C:9]1[CH:8]=[CH:7][C:6]2[C:5]3[C:13](=[CH:14][C:2]([Br:1])=[CH:3][CH:4]=3)[C:12]([CH2:19][CH2:20][O:21][CH3:22])([CH2:15][CH2:16][O:17][CH3:18])[C:11]=2[CH:10]=1. The yield is 0.870. (7) The reactants are N[C:2]1[S:3][C:4]2[CH:10]=[CH:9][C:8]([C:11]([O:13][CH3:14])=[O:12])=[C:7]([CH3:15])[C:5]=2[N:6]=1.[Cl-:16].[Na+].C1OCCOCCOCCOCCOC1.N(OC(C)(C)C)=O. The catalyst is C(#N)C.[Cu]Cl.O. The product is [Cl:16][C:2]1[S:3][C:4]2[CH:10]=[CH:9][C:8]([C:11]([O:13][CH3:14])=[O:12])=[C:7]([CH3:15])[C:5]=2[N:6]=1. The yield is 0.770.